From a dataset of Full USPTO retrosynthesis dataset with 1.9M reactions from patents (1976-2016). Predict the reactants needed to synthesize the given product. (1) The reactants are: Br[C:2]1[C:10]2[S:9][CH:8]=[N:7][C:6]=2[CH:5]=[C:4]([CH3:11])[C:3]=1[OH:12].[Cl:13][C:14]1[CH:19]=[CH:18][C:17](B(O)O)=[CH:16][CH:15]=1.C([O-])([O-])=O.[K+].[K+]. Given the product [Cl:13][C:14]1[CH:19]=[CH:18][C:17]([C:2]2[C:10]3[S:9][CH:8]=[N:7][C:6]=3[CH:5]=[C:4]([CH3:11])[C:3]=2[OH:12])=[CH:16][CH:15]=1, predict the reactants needed to synthesize it. (2) Given the product [CH:14]1[C:13]2[CH2:12][C:11]3[C:6](=[CH:7][CH:8]=[CH:9][CH:10]=3)[C:5]=2[CH:4]=[CH:3][CH:2]=1, predict the reactants needed to synthesize it. The reactants are: Br[C:2]1[CH:14]=[C:13]2[C:5]([C:6]3[CH:7]=[CH:8][CH:9]=[C:10]([Si]([C:14]4[C:13]5[C:12](CCCCCCCC)(CCCCCCCC)[C:11]6[C:6](=[CH:7][CH:8]=[C:9](Br)[CH:10]=6)[C:5]=5[CH:4]=[CH:3][CH:2]=4)(C)C)[C:11]=3[C:12]2(CCCCCCCC)CCCCCCCC)=[CH:4][CH:3]=1.C(C1(CCCCCCCC)C2C=CC=CC=2C2C1=CC=CC=2)CCCCCCC.[B].BrC1C=CC2C3C(=CC(Br)=CC=3)CC=2C=1.C(=O)([O-])[O-].[K+].[K+].